This data is from Catalyst prediction with 721,799 reactions and 888 catalyst types from USPTO. The task is: Predict which catalyst facilitates the given reaction. (1) Reactant: Br[C:2]1[CH:3]=[C:4]2[C:8](=[CH:9][CH:10]=1)[CH2:7][C@H:6]([CH2:11][OH:12])[CH2:5]2.[C:13](=[O:20])([O:15][C:16]([CH3:19])([CH3:18])[CH3:17])[NH2:14].C(=O)([O-])[O-].[K+].[K+]. Product: [C:16]([O:15][C:13](=[O:20])[NH:14][C:2]1[CH:3]=[C:4]2[C:8](=[CH:9][CH:10]=1)[CH2:7][C@H:6]([CH2:11][OH:12])[CH2:5]2)([CH3:19])([CH3:18])[CH3:17]. The catalyst class is: 432. (2) Reactant: C[O:2][C:3](=[O:28])[C@@H:4]([NH:20]C(OC(C)(C)C)=O)[CH2:5][CH:6]([C:12]([C:14]1[CH:19]=[CH:18][N:17]=[CH:16][CH:15]=1)=O)C(OCC)=O. Product: [N:17]1[CH:18]=[CH:19][C:14]([C:12]2[CH2:6][CH2:5][C@@H:4]([C:3]([OH:2])=[O:28])[N:20]=2)=[CH:15][CH:16]=1. The catalyst class is: 33. (3) Reactant: N#N.[C:3]1([PH:9][C:10]2[CH:15]=[CH:14][CH:13]=[CH:12][CH:11]=2)[CH:8]=[CH:7][CH:6]=[CH:5][CH:4]=1.[N-:16]([S:24]([C:27]([F:30])([F:29])[F:28])(=[O:26])=[O:25])[S:17]([C:20]([F:23])([F:22])[F:21])(=[O:19])=[O:18]. Product: [F:30][C:27]([F:28])([F:29])[S:24]([N-:16][S:17]([C:20]([F:21])([F:22])[F:23])(=[O:18])=[O:19])(=[O:25])=[O:26].[C:10]1([PH2+:9][C:3]2[CH:4]=[CH:5][CH:6]=[CH:7][CH:8]=2)[CH:11]=[CH:12][CH:13]=[CH:14][CH:15]=1. The catalyst class is: 5. (4) Reactant: [CH2:1]([O:3][C:4](=[O:17])[C:5]([NH:7][CH2:8][C:9](=[O:16])[C:10]1[CH:15]=[CH:14][CH:13]=[CH:12][CH:11]=1)=O)[CH3:2]. Product: [CH2:1]([O:3][C:4]([C:5]1[O:16][C:9]([C:10]2[CH:15]=[CH:14][CH:13]=[CH:12][CH:11]=2)=[CH:8][N:7]=1)=[O:17])[CH3:2]. The catalyst class is: 265.